This data is from Reaction yield outcomes from USPTO patents with 853,638 reactions. The task is: Predict the reaction yield, written as a fraction of the theoretical maximum amount of product (1.0 means a 100% yield; for example, 0.34 means a 34% yield). (1) The reactants are [CH2:1]([O:3][C:4](=[O:37])[N:5]([CH:12]([C:20]1[CH:25]=[CH:24][C:23]([O:26]CC2C=CC=CC=2)=[C:22]([O:34][CH2:35]C)[CH:21]=1)[CH2:13][C:14]1[CH:19]=[CH:18][CH:17]=[CH:16][CH:15]=1)CC(OC)OC)[CH3:2].[C:38](OCC)(=[O:40])C.CCCCCC. The catalyst is C(OCC)(=O)C.C(O)C.[Pd]. The product is [CH2:1]([O:3][C:4](=[O:37])[NH:5][CH:12]([C:20]1[CH:25]=[CH:24][C:23]([OH:26])=[C:22]([O:34][CH3:35])[CH:21]=1)[CH2:13][C:14]1[CH:15]=[CH:16][CH:17]=[C:18]([O:40][CH3:38])[CH:19]=1)[CH3:2]. The yield is 0.800. (2) The reactants are [CH2:1]([O:3][C:4]([C:6]1[CH:7]=[N:8][N:9]([C:11](=[N:18][C:19]2[CH:24]=[C:23]([F:25])[CH:22]=[C:21]([F:26])[CH:20]=2)[NH:12][C:13](OCC)=[O:14])[CH:10]=1)=[O:5])[CH3:2].ClCCCl.O.CO. The catalyst is [Ti](Cl)(Cl)(Cl)Cl.C(Cl)Cl. The product is [CH2:1]([O:3][C:4]([C:6]1[CH:7]=[N:8][N:9]([C:11]2[NH:12][C:13](=[O:14])[C:24]3[C:19](=[CH:20][C:21]([F:26])=[CH:22][C:23]=3[F:25])[N:18]=2)[CH:10]=1)=[O:5])[CH3:2]. The yield is 0.600. (3) The reactants are FC(F)(F)C(O)=O.C([O:10][C:11](=[O:40])[C@@H:12]([O:37][CH2:38][CH3:39])[CH2:13][C:14]1[CH:19]=[CH:18][C:17]([O:20][CH2:21][CH2:22][C:23]2[CH:28]=[CH:27][C:26]([NH:29]C(OC(C)(C)C)=O)=[CH:25][CH:24]=2)=[CH:16][CH:15]=1)C.[Cl:41]CCl. No catalyst specified. The product is [ClH:41].[NH2:29][C:26]1[CH:25]=[CH:24][C:23]([CH2:22][CH2:21][O:20][C:17]2[CH:18]=[CH:19][C:14]([CH2:13][C@H:12]([O:37][CH2:38][CH3:39])[C:11]([OH:40])=[O:10])=[CH:15][CH:16]=2)=[CH:28][CH:27]=1. The yield is 0.965. (4) The catalyst is C(Cl)(Cl)Cl.CO. The yield is 0.560. The reactants are [F:1][C:2]([F:30])([F:29])[C:3]([C:12]1[CH:25]=[CH:24][C:15]([O:16][C:17]2[CH:22]=[CH:21][N:20]=[C:19]([CH3:23])[CH:18]=2)=[C:14]([CH2:26][CH2:27][CH3:28])[CH:13]=1)([O:8][CH2:9][O:10][CH3:11])[C:4]([F:7])([F:6])[F:5].ClC1C=CC=[C:34]([C:38]([O:40]O)=[O:39])C=1.S([O-])([O-])(=O)=S.[Na+].[Na+].C(=O)([O-])O.[Na+]. The product is [C:38]([O:40][CH2:23][C:19]1[CH:18]=[C:17]([O:16][C:15]2[CH:24]=[CH:25][C:12]([C:3]([O:8][CH2:9][O:10][CH3:11])([C:4]([F:7])([F:6])[F:5])[C:2]([F:1])([F:29])[F:30])=[CH:13][C:14]=2[CH2:26][CH2:27][CH3:28])[CH:22]=[CH:21][N:20]=1)(=[O:39])[CH3:34]. (5) The reactants are [CH3:1][Li].CON(C)[C:6](=[O:15])[C:7]1[CH:12]=[CH:11][C:10]([O:13][CH3:14])=[N:9][CH:8]=1.[Cl-].[NH4+].O. The catalyst is O1CCCC1.C(OCC)(=O)C. The product is [C:6]([C:7]1[CH:8]=[N:9][C:10]([O:13][CH3:14])=[CH:11][CH:12]=1)(=[O:15])[CH3:1]. The yield is 0.730. (6) The reactants are Cl[C:2]1[C:3]2[CH:10]=[CH:9][N:8]([CH:11]([O:15][CH2:16][CH3:17])[O:12][CH2:13][CH3:14])[C:4]=2[N:5]=[CH:6][N:7]=1.[CH:18]1([C@@H:23]([N:27]2[CH:31]=[C:30](B3OC(C)(C)C(C)(C)O3)[CH:29]=[N:28]2)[CH2:24][C:25]#[N:26])[CH2:22][CH2:21][CH2:20][CH2:19]1.O1CCOCC1.O.C(=O)([O-])[O-].[K+].[K+]. The catalyst is C1C=CC([P]([Pd]([P](C2C=CC=CC=2)(C2C=CC=CC=2)C2C=CC=CC=2)([P](C2C=CC=CC=2)(C2C=CC=CC=2)C2C=CC=CC=2)[P](C2C=CC=CC=2)(C2C=CC=CC=2)C2C=CC=CC=2)(C2C=CC=CC=2)C2C=CC=CC=2)=CC=1. The product is [CH:18]1([C@@H:23]([N:27]2[CH:31]=[C:30]([C:2]3[C:3]4[CH:10]=[CH:9][N:8]([CH:11]([O:15][CH2:16][CH3:17])[O:12][CH2:13][CH3:14])[C:4]=4[N:5]=[CH:6][N:7]=3)[CH:29]=[N:28]2)[CH2:24][C:25]#[N:26])[CH2:22][CH2:21][CH2:20][CH2:19]1. The yield is 0.780. (7) The reactants are [OH:1][C:2]1[CH:9]=[CH:8][C:7]([N+:10]([O-:12])=[O:11])=[CH:6][C:3]=1[CH:4]=[O:5].[BH4-].[Na+].Cl. The catalyst is [OH-].[Na+].CO. The product is [OH:5][CH2:4][C:3]1[CH:6]=[C:7]([N+:10]([O-:12])=[O:11])[CH:8]=[CH:9][C:2]=1[OH:1]. The yield is 1.00.